This data is from Full USPTO retrosynthesis dataset with 1.9M reactions from patents (1976-2016). The task is: Predict the reactants needed to synthesize the given product. (1) Given the product [Cl:1][C:2]1[CH:7]=[CH:6][C:5]([C:8]2[NH:40][C:37]3[C:38]([C:9]=2[CH2:10][CH2:11][CH2:12][N:13]2[CH2:18][CH2:17][CH:16]([C:19]4[CH:20]=[C:21]([NH:25][C:26](=[O:30])[CH:27]([CH3:29])[CH3:28])[CH:22]=[CH:23][CH:24]=4)[CH2:15][CH2:14]2)=[CH:39][C:34]([CH3:33])=[CH:35][CH:36]=3)=[CH:4][CH:3]=1, predict the reactants needed to synthesize it. The reactants are: [Cl:1][C:2]1[CH:7]=[CH:6][C:5]([C:8](=O)[CH2:9][CH2:10][CH2:11][CH2:12][N:13]2[CH2:18][CH2:17][CH:16]([C:19]3[CH:20]=[C:21]([NH:25][C:26](=[O:30])[CH:27]([CH3:29])[CH3:28])[CH:22]=[CH:23][CH:24]=3)[CH2:15][CH2:14]2)=[CH:4][CH:3]=1.Cl.[CH3:33][C:34]1[CH:39]=[CH:38][C:37]([NH:40]N)=[CH:36][CH:35]=1. (2) Given the product [Br:13][C:11]1[CH:12]=[C:7]([CH:20]=[O:21])[C:8]([C:14]([OH:16])=[O:15])=[N:9][CH:10]=1, predict the reactants needed to synthesize it. The reactants are: C([Li])CCC.Br[C:7]1[C:8]([C:14]([OH:16])=[O:15])=[N:9][CH:10]=[C:11]([Br:13])[CH:12]=1.CN([CH:20]=[O:21])C.O. (3) Given the product [CH2:17]([N:7]([CH2:6][CH2:5][CH:4]=[O:11])[C:8](=[O:10])[CH3:9])[CH:16]=[CH2:15], predict the reactants needed to synthesize it. The reactants are: C(O[CH:4]([O:11]CC)[CH2:5][CH2:6][NH:7][C:8](=[O:10])[CH3:9])C.[Li][CH2:15][CH2:16][CH2:17]C.C(Br)C=C.Cl. (4) Given the product [Cl:7][C:5]1[N:4]([C:8]2[CH:13]=[CH:12][C:11]([C:14]3[CH:19]=[CH:18][CH:17]=[C:16]([O:20][CH3:21])[C:15]=3[OH:22])=[CH:10][CH:9]=2)[C:3]([C:23]([O:25][CH2:26][CH3:27])=[O:24])=[C:2]([NH:1][C:29]([NH:28][C:31]2[CH:36]=[CH:35][CH:34]=[CH:33][CH:32]=2)=[O:30])[CH:6]=1, predict the reactants needed to synthesize it. The reactants are: [NH2:1][C:2]1[CH:6]=[C:5]([Cl:7])[N:4]([C:8]2[CH:13]=[CH:12][C:11]([C:14]3[CH:19]=[CH:18][CH:17]=[C:16]([O:20][CH3:21])[C:15]=3[OH:22])=[CH:10][CH:9]=2)[C:3]=1[C:23]([O:25][CH2:26][CH3:27])=[O:24].[N:28]([C:31]1[CH:36]=[CH:35][CH:34]=[CH:33][CH:32]=1)=[C:29]=[O:30]. (5) Given the product [O:19]([C:26]1[CH:31]=[CH:30][C:29]([O:1][CH2:2][CH2:3][CH2:4][C:5]2[C:13]3[C:8](=[CH:9][CH:10]=[CH:11][CH:12]=3)[NH:7][C:6]=2[C:14]([O:16][CH2:17][CH3:18])=[O:15])=[CH:28][CH:27]=1)[C:20]1[CH:25]=[CH:24][CH:23]=[CH:22][CH:21]=1, predict the reactants needed to synthesize it. The reactants are: [OH:1][CH2:2][CH2:3][CH2:4][C:5]1[C:13]2[C:8](=[CH:9][CH:10]=[CH:11][CH:12]=2)[NH:7][C:6]=1[C:14]([O:16][CH2:17][CH3:18])=[O:15].[O:19]([C:26]1[CH:27]=[C:28](O)[CH:29]=[CH:30][CH:31]=1)[C:20]1[CH:25]=[CH:24][CH:23]=[CH:22][CH:21]=1.